Dataset: NCI-60 drug combinations with 297,098 pairs across 59 cell lines. Task: Regression. Given two drug SMILES strings and cell line genomic features, predict the synergy score measuring deviation from expected non-interaction effect. (1) Drug 1: CS(=O)(=O)C1=CC(=C(C=C1)C(=O)NC2=CC(=C(C=C2)Cl)C3=CC=CC=N3)Cl. Drug 2: CCC1(CC2CC(C3=C(CCN(C2)C1)C4=CC=CC=C4N3)(C5=C(C=C6C(=C5)C78CCN9C7C(C=CC9)(C(C(C8N6C=O)(C(=O)OC)O)OC(=O)C)CC)OC)C(=O)OC)O.OS(=O)(=O)O. Cell line: SK-MEL-28. Synergy scores: CSS=18.4, Synergy_ZIP=7.82, Synergy_Bliss=8.72, Synergy_Loewe=-25.0, Synergy_HSA=2.84. (2) Drug 1: CC12CCC3C(C1CCC2=O)CC(=C)C4=CC(=O)C=CC34C. Drug 2: COCCOC1=C(C=C2C(=C1)C(=NC=N2)NC3=CC=CC(=C3)C#C)OCCOC.Cl. Cell line: ACHN. Synergy scores: CSS=50.1, Synergy_ZIP=-1.77, Synergy_Bliss=-2.37, Synergy_Loewe=-0.242, Synergy_HSA=0.0287. (3) Drug 1: C1CCC(CC1)NC(=O)N(CCCl)N=O. Drug 2: CC1=C(C=C(C=C1)C(=O)NC2=CC(=CC(=C2)C(F)(F)F)N3C=C(N=C3)C)NC4=NC=CC(=N4)C5=CN=CC=C5. Cell line: T-47D. Synergy scores: CSS=6.08, Synergy_ZIP=-2.57, Synergy_Bliss=-0.0581, Synergy_Loewe=-0.827, Synergy_HSA=-0.380. (4) Drug 1: C1CN1C2=NC(=NC(=N2)N3CC3)N4CC4. Drug 2: C1=NC2=C(N1)C(=S)N=C(N2)N. Cell line: TK-10. Synergy scores: CSS=38.0, Synergy_ZIP=-5.66, Synergy_Bliss=-0.398, Synergy_Loewe=-2.14, Synergy_HSA=2.42.